Dataset: Forward reaction prediction with 1.9M reactions from USPTO patents (1976-2016). Task: Predict the product of the given reaction. (1) Given the reactants [Si:1]([O:8][C@H:9]([C:30]1[CH:39]=[CH:38][C:37]([OH:40])=[C:36]2[C:31]=1[CH:32]=[CH:33][C:34](=[O:41])[NH:35]2)[CH2:10][NH:11][CH2:12][CH2:13][CH2:14]C#CC1C=CC(NC(=O)C(F)(F)F)=CC=1)([C:4]([CH3:7])([CH3:6])[CH3:5])([CH3:3])[CH3:2].BrCCC[CH2:46][CH2:47][CH2:48][O:49][CH2:50][CH2:51][CH2:52][CH2:53][C:54]1[CH:59]=[CH:58][C:57]([N+:60]([O-:62])=[O:61])=[CH:56][CH:55]=1, predict the reaction product. The product is: [OH:40][C:37]1[CH:38]=[CH:39][C:30]([C@H:9]([CH2:10][NH:11][CH2:12][CH2:13][CH2:14][CH2:46][CH2:47][CH2:48][O:49][CH2:50][CH2:51][CH2:52][CH2:53][C:54]2[CH:55]=[CH:56][C:57]([N+:60]([O-:62])=[O:61])=[CH:58][CH:59]=2)[O:8][Si:1]([CH3:2])([CH3:3])[C:4]([CH3:6])([CH3:7])[CH3:5])=[C:31]2[C:36]=1[NH:35][C:34](=[O:41])[CH:33]=[CH:32]2. (2) The product is: [F:7][C:8]1[CH:13]=[C:12]([F:14])[CH:11]=[CH:10][C:9]=1[CH2:15][CH2:16][OH:17]. Given the reactants [H-].[Al+3].[Li+].[H-].[H-].[H-].[F:7][C:8]1[CH:13]=[C:12]([F:14])[CH:11]=[CH:10][C:9]=1[CH2:15][C:16](O)=[O:17], predict the reaction product. (3) Given the reactants Cl[C:2]1[C:11]2[C:6](=[CH:7][C:8]([CH2:12][N:13]3[CH:17]=[C:16]([C@@:18]([OH:25])([CH2:23][CH3:24])[C:19]([F:22])([F:21])[F:20])[N:15]=[N:14]3)=[CH:9][CH:10]=2)[N:5]=[C:4]([C:26]([NH2:28])=[O:27])[CH:3]=1.[F:29][C:30]1[CH:31]=[CH:32][C:33](B(O)O)=[N:34][CH:35]=1.C(=O)([O-])[O-].[Cs+].[Cs+], predict the reaction product. The product is: [F:29][C:30]1[CH:31]=[CH:32][C:33]([C:2]2[C:11]3[C:6](=[CH:7][C:8]([CH2:12][N:13]4[CH:17]=[C:16]([C@@:18]([OH:25])([CH2:23][CH3:24])[C:19]([F:20])([F:22])[F:21])[N:15]=[N:14]4)=[CH:9][CH:10]=3)[N:5]=[C:4]([C:26]([NH2:28])=[O:27])[CH:3]=2)=[N:34][CH:35]=1. (4) The product is: [ClH:1].[ClH:1].[CH3:24][N:23]([CH3:28])[CH2:22][CH2:21][CH2:64][O:63][C:61]1[C:60]([CH3:72])=[C:59]2[N:58]([CH:62]=1)[N:57]=[CH:56][N:55]=[C:54]2[O:53][C:52]1[CH:51]=[CH:50][C:49]([NH:73][C:74](=[O:86])[C:75]2[CH:81]=[CH:80][CH:79]=[N:78][CH:76]=2)=[CH:48][C:47]=1[F:46]. Given the reactants [ClH:1].Cl.FC1C=C(NC(NC(=O)CC2C=CC(F)=CC=2)=S)C=CC=1OC1C2=C(C)C(O[CH2:21][CH2:22][N:23]3[CH2:28]CN(C)C[CH2:24]3)=CN2N=CN=1.Cl.[F:46][C:47]1[CH:48]=[C:49]([NH:73][C:74](=[O:86])[CH2:75][C:76]([NH:78][C:79]2C=CC(F)=[CH:81][CH:80]=2)=O)[CH:50]=[CH:51][C:52]=1[O:53][C:54]1[C:59]2=[C:60]([CH3:72])[C:61]([O:63][CH2:64]CN3CCOCC3)=[CH:62][N:58]2[N:57]=[CH:56][N:55]=1, predict the reaction product. (5) Given the reactants [N:1]([CH2:4][CH2:5][CH2:6][CH2:7][CH2:8][C:9]([NH:11][C:12]1[CH:17]=[CH:16][CH:15]=[CH:14][C:13]=1[N+:18]([O-:20])=[O:19])=[O:10])=[N+]=[N-].C1COCC1.C1(P(C2C=CC=CC=2)C2C=CC=CC=2)C=CC=CC=1, predict the reaction product. The product is: [NH2:1][CH2:4][CH2:5][CH2:6][CH2:7][CH2:8][C:9]([NH:11][C:12]1[CH:17]=[CH:16][CH:15]=[CH:14][C:13]=1[N+:18]([O-:20])=[O:19])=[O:10]. (6) The product is: [C:47]([O:51][C:52](=[O:72])[NH:53][CH2:54][C@@H:55]([NH:71][C:11](=[O:13])/[CH:10]=[CH:9]/[C:7]1[CH:8]=[C:3]([C:1]#[N:2])[CH:4]=[CH:5][C:6]=1[O:14][CH3:15])[CH2:56][N:57]1[CH2:58][CH2:59][CH:60]([O:63][C:64]2[CH:69]=[CH:68][C:67]([F:70])=[CH:66][CH:65]=2)[CH2:61][CH2:62]1)([CH3:50])([CH3:48])[CH3:49]. Given the reactants [C:1]([C:3]1[CH:4]=[CH:5][C:6]([O:14][CH3:15])=[C:7](/[CH:9]=[CH:10]/[C:11]([OH:13])=O)[CH:8]=1)#[N:2].F[B-](F)(F)F.N1(OC(N(C)C)=[N+](C)C)C2C=CC=CC=2N=N1.C(N(C(C)C)CC)(C)C.[C:47]([O:51][C:52](=[O:72])[NH:53][CH2:54][C@@H:55]([NH2:71])[CH2:56][N:57]1[CH2:62][CH2:61][CH:60]([O:63][C:64]2[CH:69]=[CH:68][C:67]([F:70])=[CH:66][CH:65]=2)[CH2:59][CH2:58]1)([CH3:50])([CH3:49])[CH3:48], predict the reaction product. (7) Given the reactants [Br:1][C:2]1[C:3]([CH:9]=[N:10][S@:11]([C:13]([CH3:16])([CH3:15])[CH3:14])=[O:12])=[N:4][CH:5]=[C:6](Br)[CH:7]=1.[Br:17]C1C(C=O)=NC(Br)=CC=1, predict the reaction product. The product is: [Br:1][C:2]1[C:3](/[CH:9]=[N:10]\[S@:11]([C:13]([CH3:16])([CH3:15])[CH3:14])=[O:12])=[N:4][C:5]([Br:17])=[CH:6][CH:7]=1.